From a dataset of Forward reaction prediction with 1.9M reactions from USPTO patents (1976-2016). Predict the product of the given reaction. (1) Given the reactants Cl[C:2]1[N:7]=[C:6]2[N:8]([CH:11]3[CH2:16][CH2:15][N:14]([CH2:17][C:18]([F:21])([F:20])[F:19])[CH2:13][CH2:12]3)[N:9]=[CH:10][C:5]2=[C:4]([N:22]2[CH2:28][CH:27]3[O:29][CH:24]([CH2:25][CH2:26]3)[CH2:23]2)[N:3]=1.[NH2:30][C:31]1[CH:36]=[CH:35][C:34](B2OC(C)(C)C(C)(C)O2)=[CH:33][CH:32]=1, predict the reaction product. The product is: [CH:27]12[O:29][CH:24]([CH2:25][CH2:26]1)[CH2:23][N:22]([C:4]1[N:3]=[C:2]([C:34]3[CH:35]=[CH:36][C:31]([NH2:30])=[CH:32][CH:33]=3)[N:7]=[C:6]3[N:8]([CH:11]4[CH2:12][CH2:13][N:14]([CH2:17][C:18]([F:19])([F:20])[F:21])[CH2:15][CH2:16]4)[N:9]=[CH:10][C:5]=13)[CH2:28]2. (2) Given the reactants [C:1]([C:3]1[CH:21]=[CH:20][C:6]([C:7]([NH:9][C:10]2[CH:15]=[CH:14][C:13]([C:16]([F:19])([F:18])[F:17])=[CH:12][CH:11]=2)=[O:8])=[CH:5][C:4]=1[CH3:22])#[N:2].[H-].[Na+].[CH3:25]I, predict the reaction product. The product is: [C:1]([C:3]1[CH:21]=[CH:20][C:6]([C:7]([N:9]([CH3:25])[C:10]2[CH:15]=[CH:14][C:13]([C:16]([F:18])([F:17])[F:19])=[CH:12][CH:11]=2)=[O:8])=[CH:5][C:4]=1[CH3:22])#[N:2]. (3) Given the reactants [NH2:1][C:2]1[N:7]=[C:6]([N:8]2[CH:17]([CH3:18])[CH2:16][C:15]3[C:10](=[CH:11][C:12]([C:19]4[CH:20]=[CH:21][C:22]([C:25](O)=[O:26])=[N:23][CH:24]=4)=[CH:13][CH:14]=3)[CH2:9]2)[CH:5]=[C:4]([N:28]2[CH2:33][CH2:32][N:31]([CH3:34])[CH2:30][CH2:29]2)[N:3]=1.Cl.[NH:36]1[CH2:39][CH2:38][CH2:37]1, predict the reaction product. The product is: [N:36]1([C:25]([C:22]2[N:23]=[CH:24][C:19]([C:12]3[CH:11]=[C:10]4[C:15]([CH2:16][CH:17]([CH3:18])[N:8]([C:6]5[CH:5]=[C:4]([N:28]6[CH2:33][CH2:32][N:31]([CH3:34])[CH2:30][CH2:29]6)[N:3]=[C:2]([NH2:1])[N:7]=5)[CH2:9]4)=[CH:14][CH:13]=3)=[CH:20][CH:21]=2)=[O:26])[CH2:39][CH2:38][CH2:37]1. (4) Given the reactants [N:1]1[C:10]2[C:5](=[CH:6][C:7]([C:11]([OH:13])=[O:12])=[CH:8][CH:9]=2)[CH:4]=[CH:3][CH:2]=1.S(=O)(=O)(O)O.[CH2:19](O)[CH3:20], predict the reaction product. The product is: [N:1]1[C:10]2[C:5](=[CH:6][C:7]([C:11]([O:13][CH2:19][CH3:20])=[O:12])=[CH:8][CH:9]=2)[CH:4]=[CH:3][CH:2]=1. (5) Given the reactants C1C=CC=CC=1.[Br:7][C:8]1[CH:15]=[C:14]([F:16])[C:13]([F:17])=[CH:12][C:9]=1[CH:10]=[O:11].[CH2:18](O)[CH2:19][OH:20].CC1C=CC(S(O)(=O)=O)=CC=1, predict the reaction product. The product is: [Br:7][C:8]1[CH:15]=[C:14]([F:16])[C:13]([F:17])=[CH:12][C:9]=1[CH:10]1[O:20][CH2:19][CH2:18][O:11]1. (6) Given the reactants [F:1][C:2]1[CH:3]=[CH:4][C:5]([CH:8](C(OC)=O)[C:9]([O:11][CH3:12])=[O:10])=[N:6][CH:7]=1.[Na+].[Cl-], predict the reaction product. The product is: [F:1][C:2]1[CH:3]=[CH:4][C:5]([CH2:8][C:9]([O:11][CH3:12])=[O:10])=[N:6][CH:7]=1. (7) Given the reactants C([O:4][C@@H:5]1[C@@H:10]([O:11]C(=O)C)[C@H:9]([O:15]C(=O)C)[C@@H:8]([CH2:19][O:20]C(=O)C)[O:7][C@H:6]1[O:24][C:25]1[C:29]([CH2:30][C:31]2[CH:36]=[CH:35][C:34](OCCN)=[CH:33][C:32]=2[CH3:41])=[C:28]([CH:42]([CH3:44])[CH3:43])[NH:27][N:26]=1)(=O)C.[CH3:45][S:46]([N:49]=[C:50](OC1C=CC=CC=1)OC1C=CC=CC=1)(=[O:48])=[O:47].[NH2:65][CH2:66][CH2:67][OH:68], predict the reaction product. The product is: [C@@H:6]1([O:24][C:25]2[C:29]([CH2:30][C:31]3[CH:36]=[CH:35][C:34]([O:68][CH2:67][CH2:66][NH:65][C:50]([NH:65][CH2:66][CH2:67][OH:68])=[N:49][S:46]([CH3:45])(=[O:47])=[O:48])=[CH:33][C:32]=3[CH3:41])=[C:28]([CH:42]([CH3:43])[CH3:44])[NH:27][N:26]=2)[O:7][C@H:8]([CH2:19][OH:20])[C@@H:9]([OH:15])[C@H:10]([OH:11])[C@H:5]1[OH:4]. (8) Given the reactants [CH3:1][O:2][C:3](=[O:15])[C:4]1[CH:9]=[CH:8][C:7]([N:10]([CH3:12])[CH3:11])=[C:6]([C:13]#[N:14])[CH:5]=1.Cl[CH2:17]Cl.C[O:20][S:21]([C:24]([F:27])([F:26])[F:25])(=[O:23])=[O:22], predict the reaction product. The product is: [F:25][C:24]([F:27])([F:26])[S:21]([O-:23])(=[O:22])=[O:20].[C:13]([C:6]1[CH:5]=[C:4]([C:3]([O:2][CH3:1])=[O:15])[CH:9]=[CH:8][C:7]=1[N+:10]([CH3:17])([CH3:11])[CH3:12])#[N:14]. (9) Given the reactants FC(F)(F)C1C=C(NC(=O)NC2C=CC(C3SC(CCC(OC)=O)=NC=3)=CC=2)C=CC=1.[N+:32]([C:35]1[CH:40]=[CH:39][C:38]([C:41]2[CH:45]=[CH:44][N:43]([CH:46]3[CH2:51][CH2:50][CH:49]([C:52]([O:54][CH2:55][CH3:56])=[O:53])[CH2:48][CH2:47]3)[N:42]=2)=[CH:37][CH:36]=1)([O-])=O.[F:57][C:58]1[CH:63]=[CH:62][CH:61]=[CH:60][C:59]=1[N:64]=[C:65]=[O:66], predict the reaction product. The product is: [F:57][C:58]1[CH:63]=[CH:62][CH:61]=[CH:60][C:59]=1[NH:64][C:65](=[O:66])[NH:32][C:35]1[CH:40]=[CH:39][C:38]([C:41]2[CH:45]=[CH:44][N:43]([CH:46]3[CH2:51][CH2:50][CH:49]([C:52]([O:54][CH2:55][CH3:56])=[O:53])[CH2:48][CH2:47]3)[N:42]=2)=[CH:37][CH:36]=1.